From a dataset of Reaction yield outcomes from USPTO patents with 853,638 reactions. Predict the reaction yield, written as a fraction of the theoretical maximum amount of product (1.0 means a 100% yield; for example, 0.34 means a 34% yield). (1) The reactants are C[Mg]Br.[CH2:4](OCC)C.[Cl:9][C:10]1[C:15]([CH:16]=[O:17])=[CH:14][N:13]=[C:12]2[N:18]([CH2:21][O:22][CH2:23][CH2:24][Si:25]([CH3:28])([CH3:27])[CH3:26])[CH:19]=[CH:20][C:11]=12.O.[Cl-].[NH4+]. The catalyst is O1CCCC1.[O-2].[O-2].[Mn+4]. The product is [Cl:9][C:10]1[C:15]([C:16](=[O:17])[CH3:4])=[CH:14][N:13]=[C:12]2[N:18]([CH2:21][O:22][CH2:23][CH2:24][Si:25]([CH3:28])([CH3:27])[CH3:26])[CH:19]=[CH:20][C:11]=12. The yield is 0.610. (2) The reactants are [CH3:1][O:2][C:3]1[CH:11]=[CH:10][C:9]([O:12][CH3:13])=[CH:8][C:4]=1[C:5]([OH:7])=O.S(Cl)(Cl)=O.[CH3:18][O:19][C:20]1[CH:26]=[CH:25][C:24]([O:27][CH3:28])=[CH:23][C:21]=1[NH2:22].C(N(CC)CC)C.Cl. The catalyst is O.C1COCC1. The product is [CH3:18][O:19][C:20]1[CH:26]=[CH:25][C:24]([O:27][CH3:28])=[CH:23][C:21]=1[NH:22][C:5](=[O:7])[C:4]1[CH:8]=[C:9]([O:12][CH3:13])[CH:10]=[CH:11][C:3]=1[O:2][CH3:1]. The yield is 0.930. (3) The reactants are [C:1]([O:5][C:6]([NH:8][C@H:9]1[CH2:13][CH2:12][N:11]([C:14]([O:16][CH2:17][C:18]2[CH:23]=[CH:22][CH:21]=[CH:20][CH:19]=2)=[O:15])[CH2:10]1)=[O:7])([CH3:4])([CH3:3])[CH3:2].[H-].[Na+].CS(O[CH2:31][CH2:32][O:33][C:34]([CH3:37])([CH3:36])[CH3:35])(=O)=O. The catalyst is CN(C=O)C. The product is [C:1]([O:5][C:6]([N:8]([CH2:31][CH2:32][O:33][C:34]([CH3:37])([CH3:36])[CH3:35])[C@H:9]1[CH2:13][CH2:12][N:11]([C:14]([O:16][CH2:17][C:18]2[CH:23]=[CH:22][CH:21]=[CH:20][CH:19]=2)=[O:15])[CH2:10]1)=[O:7])([CH3:4])([CH3:2])[CH3:3]. The yield is 0.880.